This data is from Forward reaction prediction with 1.9M reactions from USPTO patents (1976-2016). The task is: Predict the product of the given reaction. (1) The product is: [C:1]([O:4][CH:5]([CH:6]([O:19][C:20](=[O:22])[CH3:21])[CH:7]([O:15][C:16](=[O:18])[CH3:17])[CH:8]([O:11][C:12](=[O:14])[CH3:13])[CH2:9][OH:10])[C:23](=[O:32])[CH2:24][O:25][CH2:26][CH2:27][O:28][CH2:29][CH2:30][NH:31][C:42]([CH2:41][O:40][CH2:39][CH2:38][O:37][CH2:36][C:33]([OH:35])=[O:34])=[O:43])(=[O:3])[CH3:2]. Given the reactants [C:1]([O:4][CH:5]([C:23](=[O:32])[CH2:24][O:25][CH2:26][CH2:27][O:28][CH2:29][CH2:30][NH2:31])[CH:6]([O:19][C:20](=[O:22])[CH3:21])[CH:7]([O:15][C:16](=[O:18])[CH3:17])[CH:8]([O:11][C:12](=[O:14])[CH3:13])[CH2:9][OH:10])(=[O:3])[CH3:2].[C:33]([CH2:36][O:37][CH2:38][CH2:39][O:40][CH2:41][C:42](O)=[O:43])([OH:35])=[O:34].C(N=C=NC(C)C)(C)C.OC1C2N=NNC=2C=CC=1, predict the reaction product. (2) Given the reactants [CH:1]([O:4][C:5]1[CH:6]=[CH:7][C:8]2[CH2:9][N:10](C(OC(C)(C)C)=O)[CH2:11][CH2:12][O:13][C:14]=2[N:15]=1)([CH3:3])[CH3:2].[ClH:23].C(OCC)(=O)C, predict the reaction product. The product is: [ClH:23].[CH:1]([O:4][C:5]1[CH:6]=[CH:7][C:8]2[CH2:9][NH:10][CH2:11][CH2:12][O:13][C:14]=2[N:15]=1)([CH3:3])[CH3:2]. (3) Given the reactants [N:1]1[CH:6]=[CH:5][N:4]=[CH:3][C:2]=1[C:7]([OH:9])=[O:8].S(=O)(=O)(O)O.[CH2:15](O)[CH3:16], predict the reaction product. The product is: [N:1]1[CH:6]=[CH:5][N:4]=[CH:3][C:2]=1[C:7]([O:9][CH2:15][CH3:16])=[O:8]. (4) Given the reactants [C:1]([Mg]Br)#[CH:2].[CH2:5]([C:9]1([CH:13]=[O:14])[CH2:12][CH2:11][CH2:10]1)[CH2:6][CH2:7][CH3:8].[NH4+].[Cl-], predict the reaction product. The product is: [CH2:5]([C:9]1([CH:13]([OH:14])[C:1]#[CH:2])[CH2:12][CH2:11][CH2:10]1)[CH2:6][CH2:7][CH3:8]. (5) The product is: [NH2:12][CH2:11][CH2:10][CH2:9][NH:8][C:6]1[CH:5]=[C:4]([C:20]2[CH:25]=[CH:24][CH:23]=[C:22]([CH3:26])[C:21]=2[CH3:27])[N:3]=[C:2]([NH2:1])[N:7]=1. Given the reactants [NH2:1][C:2]1[N:7]=[C:6]([NH:8][CH2:9][CH2:10][CH2:11][NH:12]C(=O)OC(C)(C)C)[CH:5]=[C:4]([C:20]2[CH:25]=[CH:24][CH:23]=[C:22]([CH3:26])[C:21]=2[CH3:27])[N:3]=1, predict the reaction product. (6) Given the reactants [Cl:1][CH2:2][CH2:3][C:4](Cl)=[O:5].[Al+3].[Cl-].[Cl-].[Cl-].[CH3:11][C:12]1[C:17]([CH3:18])=[CH:16][CH:15]=[CH:14][C:13]=1[O:19][CH3:20], predict the reaction product. The product is: [Cl:1][CH2:2][CH2:3][C:4]([C:16]1[CH:15]=[CH:14][C:13]([O:19][CH3:20])=[C:12]([CH3:11])[C:17]=1[CH3:18])=[O:5]. (7) Given the reactants [CH3:1][C:2]1[CH:7]=[C:6]([CH3:8])[N:5]=[C:4]([N:9]2[CH2:16][CH:15]3[CH:11]([CH2:12][NH:13][CH2:14]3)[CH2:10]2)[N:3]=1.[F:17][C:18]1[CH:26]=[CH:25][CH:24]=[C:23]([F:27])[C:19]=1[C:20](O)=[O:21], predict the reaction product. The product is: [F:17][C:18]1[CH:26]=[CH:25][CH:24]=[C:23]([F:27])[C:19]=1[C:20]([N:13]1[CH2:14][CH:15]2[CH:11]([CH2:10][N:9]([C:4]3[N:5]=[C:6]([CH3:8])[CH:7]=[C:2]([CH3:1])[N:3]=3)[CH2:16]2)[CH2:12]1)=[O:21].